From a dataset of Catalyst prediction with 721,799 reactions and 888 catalyst types from USPTO. Predict which catalyst facilitates the given reaction. (1) The catalyst class is: 147. Reactant: [NH2:1][C:2]1[C:9]([CH3:10])=[CH:8][C:5]([C:6]#[N:7])=[CH:4][CH:3]=1.C(OC(=O)C)(=O)C.C([O-])(=O)C.[K+].[N:23](OCCC(C)C)=O.[ClH:31]. Product: [Cl:31][C:3]1[CH:4]=[C:5]([C:6]#[N:7])[CH:8]=[C:9]2[C:2]=1[NH:1][N:23]=[CH:10]2. (2) Reactant: [C:1]([S:4][CH2:5][CH2:6][CH2:7][C:8]([F:11])([F:10])[F:9])(=O)[CH3:2].BrCC[CH2:15][Cl:16]. Product: [F:9][C:8]([F:11])([F:10])[CH2:7][CH2:6][CH2:5][S:4][CH2:1][CH2:2][CH2:15][Cl:16]. The catalyst class is: 5. (3) Reactant: [C:14]1(P([C:14]2[CH:19]=[CH:18][CH:17]=[CH:16][CH:15]=2)[C:14]2[CH:19]=[CH:18][CH:17]=[CH:16][CH:15]=2)[CH:19]=[CH:18][CH:17]=[CH:16][CH:15]=1.N(C(OC(C)C)=O)=NC(OC(C)C)=[O:23].[CH3:34][C:35]([O:38][C:39](=[O:51])[NH:40][CH2:41]CC(O)C1C=CC=CC=1)([CH3:37])[CH3:36].[S:52]1[CH:56]=[CH:55]C=[C:53]1[CH2:57][C:58](O)=O. Product: [C:56]([S:52][CH:53]([C:14]1[CH:15]=[CH:16][CH:17]=[CH:18][CH:19]=1)[CH2:57][CH2:58][N:40]([CH3:41])[C:39](=[O:51])[O:38][C:35]([CH3:37])([CH3:36])[CH3:34])(=[O:23])[CH3:55]. The catalyst class is: 7. (4) Reactant: Cl[C:2]1[CH:7]=[C:6]([Cl:8])[N:5]=[C:4]([S:9][CH2:10][C:11]2[CH:16]=[CH:15][CH:14]=[C:13]([F:17])[C:12]=2[F:18])[N:3]=1.FC1C(F)=CC=CC=1CSC1N=C(NS(N2CCC2)(=O)=O)C=C(OC(CO)CO)N=1.[CH3:49][C:50]([CH3:53])([O-:52])[CH3:51].[K+]. Product: [Cl:8][C:6]1[CH:7]=[C:2]([O:52][C:50]([CH3:53])([CH3:51])[CH3:49])[N:3]=[C:4]([S:9][CH2:10][C:11]2[CH:16]=[CH:15][CH:14]=[C:13]([F:17])[C:12]=2[F:18])[N:5]=1. The catalyst class is: 20. (5) Product: [CH3:11][O:10][C:9]1[CH:8]=[CH:7][CH:6]=[C:3]([CH2:4][N:12]2[CH2:17][CH2:16][O:15][CH2:14][CH2:13]2)[C:2]=1[OH:1]. Reactant: [OH:1][C:2]1[C:9]([O:10][CH3:11])=[CH:8][CH:7]=[CH:6][C:3]=1[CH:4]=O.[NH:12]1[CH2:17][CH2:16][O:15][CH2:14][CH2:13]1.C(O)=O.Cl. The catalyst class is: 6. (6) Reactant: [NH:1]1[C:10]2[C:5](=[CH:6][CH:7]=[CH:8][CH:9]=2)[CH2:4][CH2:3][CH2:2]1.[C:11]([C:13]1[CH:14]=[C:15]([CH:19]=[CH:20][CH:21]=1)[C:16](Cl)=[O:17])#[N:12].C(N(CC)CC)C. Product: [C:11]([C:13]1[CH:14]=[C:15]([CH:19]=[CH:20][CH:21]=1)[C:16]([N:1]1[C:10]2[C:5](=[CH:6][CH:7]=[CH:8][CH:9]=2)[CH2:4][CH2:3][CH2:2]1)=[O:17])#[N:12]. The catalyst class is: 4. (7) Reactant: [CH2:1]([O:8][CH2:9][C@H:10]1[CH2:15][O:14][C:13]2[CH:16]=[CH:17][C:18]([CH2:20][CH2:21][O:22][Si](C(C)(C)C)(C)C)=[CH:19][C:12]=2[O:11]1)[C:2]1[CH:7]=[CH:6][CH:5]=[CH:4][CH:3]=1.[F-].C([N+](CCCC)(CCCC)CCCC)CCC. Product: [CH2:1]([O:8][CH2:9][C@H:10]1[CH2:15][O:14][C:13]2[CH:16]=[CH:17][C:18]([CH2:20][CH2:21][OH:22])=[CH:19][C:12]=2[O:11]1)[C:2]1[CH:3]=[CH:4][CH:5]=[CH:6][CH:7]=1. The catalyst class is: 1. (8) Product: [C:1]([C:3]1[CH:11]=[CH:10][CH:9]=[C:8]2[C:4]=1[CH:5]=[C:6]([C:12]([OH:14])=[O:13])[NH:7]2)#[N:2]. Reactant: [C:1]([C:3]1[CH:11]=[CH:10][CH:9]=[C:8]2[C:4]=1[CH:5]=[C:6]([C:12]([O:14]CC)=[O:13])[NH:7]2)#[N:2].O[Li].O. The catalyst class is: 8. (9) Reactant: [C:1]([O:5][C:6]([NH:8][CH2:9][C@H:10]1[CH2:15][CH2:14][C@H:13]([C:16]([NH:18][C@H:19]([C:37]([NH:39][C:40]2[CH:45]=[CH:44][C:43]([C:46]3[NH:47][C:48]([Cl:51])=[N:49][N:50]=3)=[CH:42][CH:41]=2)=[O:38])[CH2:20][C:21]2[CH:26]=[CH:25][C:24]([C:27]3[CH:32]=[CH:31][C:30]([C:33](O)=[O:34])=[CH:29][C:28]=3[CH3:36])=[CH:23][CH:22]=2)=[O:17])[CH2:12][CH2:11]1)=[O:7])([CH3:4])([CH3:3])[CH3:2].[NH2:52][C@@H:53]1[CH2:57][CH2:56][N:55]([C:58]([O:60][C:61]([CH3:64])([CH3:63])[CH3:62])=[O:59])[CH2:54]1.C(N(CC)C(C)C)(C)C.C(P1(=O)OP(=O)(CCC)OP(=O)(CCC)O1)CC. Product: [C:1]([O:5][C:6]([NH:8][CH2:9][C@H:10]1[CH2:15][CH2:14][C@H:13]([C:16]([NH:18][C@H:19]([C:37]([NH:39][C:40]2[CH:45]=[CH:44][C:43]([C:46]3[NH:47][C:48]([Cl:51])=[N:49][N:50]=3)=[CH:42][CH:41]=2)=[O:38])[CH2:20][C:21]2[CH:26]=[CH:25][C:24]([C:27]3[CH:32]=[CH:31][C:30]([C:33]([NH:52][C@@H:53]4[CH2:57][CH2:56][N:55]([C:58]([O:60][C:61]([CH3:64])([CH3:63])[CH3:62])=[O:59])[CH2:54]4)=[O:34])=[CH:29][C:28]=3[CH3:36])=[CH:23][CH:22]=2)=[O:17])[CH2:12][CH2:11]1)=[O:7])([CH3:3])([CH3:2])[CH3:4]. The catalyst class is: 9.